This data is from TCR-epitope binding with 47,182 pairs between 192 epitopes and 23,139 TCRs. The task is: Binary Classification. Given a T-cell receptor sequence (or CDR3 region) and an epitope sequence, predict whether binding occurs between them. (1) The epitope is VTEHDTLLY. The TCR CDR3 sequence is CAWSWSSTDTQYF. Result: 1 (the TCR binds to the epitope). (2) The epitope is FLKEKGGL. The TCR CDR3 sequence is CASSWGQGQLSYEQYF. Result: 1 (the TCR binds to the epitope). (3) Result: 0 (the TCR does not bind to the epitope). The TCR CDR3 sequence is CASSLGPSGLSSYNEQFF. The epitope is CINGVCWTV. (4) The epitope is YVFCTVNAL. The TCR CDR3 sequence is CASSLNHTQYF. Result: 0 (the TCR does not bind to the epitope). (5) The epitope is KLSYGIATV. The TCR CDR3 sequence is CASNPPRANTGELFF. Result: 0 (the TCR does not bind to the epitope). (6) The epitope is GILGFVFTL. The TCR CDR3 sequence is CASSLWDRAKANYGYTF. Result: 1 (the TCR binds to the epitope). (7) The epitope is NLDSKVGGNY. The TCR CDR3 sequence is CASSWTAIEQYF. Result: 0 (the TCR does not bind to the epitope). (8) Result: 0 (the TCR does not bind to the epitope). The epitope is IVDTVSALV. The TCR CDR3 sequence is CASSPTGSNEQFF. (9) The epitope is ALSKGVHFV. The TCR CDR3 sequence is CASSSAASYEQYF. Result: 1 (the TCR binds to the epitope).